Predict the reaction yield, written as a fraction of the theoretical maximum amount of product (1.0 means a 100% yield; for example, 0.34 means a 34% yield). From a dataset of Reaction yield outcomes from USPTO patents with 853,638 reactions. (1) The reactants are CCN(C(C)C)C(C)C.CS(O[CH2:15][CH2:16][O:17][C:18]1[CH:23]=[CH:22][C:21]([CH:24]2[CH2:29][CH2:28][N:27]([C:30]3[CH:31]=[CH:32][C:33]4[N:34]([C:36]([C:39]([F:42])([F:41])[F:40])=[N:37][N:38]=4)[N:35]=3)[CH2:26][CH2:25]2)=[CH:20][CH:19]=1)(=O)=O.[C:43]([N:46]1[CH2:51][CH2:50][NH:49][CH2:48][CH2:47]1)(=[O:45])[CH3:44].[OH-].[Na+]. The catalyst is CC(N(C)C)=O. The product is [C:43]([N:46]1[CH2:51][CH2:50][N:49]([CH2:15][CH2:16][O:17][C:18]2[CH:23]=[CH:22][C:21]([CH:24]3[CH2:25][CH2:26][N:27]([C:30]4[CH:31]=[CH:32][C:33]5[N:34]([C:36]([C:39]([F:41])([F:40])[F:42])=[N:37][N:38]=5)[N:35]=4)[CH2:28][CH2:29]3)=[CH:20][CH:19]=2)[CH2:48][CH2:47]1)(=[O:45])[CH3:44]. The yield is 0.770. (2) The product is [N:51]1([CH:55]2[CH2:60][CH2:59][N:58]([C:8]([NH:9][C:19]3[CH:24]=[C:23]([O:25][C:26]4[CH:27]=[CH:28][C:29]([NH:32][C:33]([C:35]5([C:38]([NH:39][C:40]6[CH:41]=[CH:42][C:43]([F:46])=[CH:44][CH:45]=6)=[O:47])[CH2:37][CH2:36]5)=[O:34])=[CH:30][CH:31]=4)[CH:22]=[CH:21][N:20]=3)=[O:7])[CH2:57][CH2:56]2)[CH2:54][CH2:53][CH2:52]1. The reactants are C1([O:7][C:8](=O)[N:9]([C:19]2[CH:24]=[C:23]([O:25][C:26]3[CH:31]=[CH:30][C:29]([NH:32][C:33]([C:35]4([C:38](=[O:47])[NH:39][C:40]5[CH:45]=[CH:44][C:43]([F:46])=[CH:42][CH:41]=5)[CH2:37][CH2:36]4)=[O:34])=[CH:28][CH:27]=3)[CH:22]=[CH:21][N:20]=2)C(OC2C=CC=CC=2)=O)C=CC=CC=1.Cl.Cl.[N:51]1([CH:55]2[CH2:60][CH2:59][NH:58][CH2:57][CH2:56]2)[CH2:54][CH2:53][CH2:52]1.C(N(CC)CC)C.O. The catalyst is CN(C)C=O. The yield is 0.651. (3) The reactants are [N:1]1([C:6]2[N:11]=[C:10]([C:12]3[CH:18]=[CH:17][CH:16]=[CH:15][C:13]=3[NH2:14])[CH:9]=[CH:8][CH:7]=2)[CH2:5][CH2:4][CH2:3][CH2:2]1.[Cl:19][C:20]1[CH:25]=[CH:24][C:23]([N:26]=[C:27]=[O:28])=[CH:22][CH:21]=1. No catalyst specified. The product is [Cl:19][C:20]1[CH:25]=[CH:24][C:23]([NH:26][C:27]([NH:14][C:13]2[CH:15]=[CH:16][CH:17]=[CH:18][C:12]=2[C:10]2[CH:9]=[CH:8][CH:7]=[C:6]([N:1]3[CH2:5][CH2:4][CH2:3][CH2:2]3)[N:11]=2)=[O:28])=[CH:22][CH:21]=1. The yield is 0.540. (4) The reactants are C[O:2][C:3](=O)[CH2:4][C:5]1[C:14]([Cl:15])=[CH:13][CH:12]=[C:11]2[C:6]=1[CH:7]=[C:8]([CH2:16][N:17]([CH3:19])[CH3:18])[N:9]=[CH:10]2.[NH3:21]. The catalyst is CO. The product is [Cl:15][C:14]1[C:5]([CH2:4][C:3]([NH2:21])=[O:2])=[C:6]2[C:11](=[CH:12][CH:13]=1)[CH:10]=[N:9][C:8]([CH2:16][N:17]([CH3:19])[CH3:18])=[CH:7]2. The yield is 0.840. (5) The reactants are [CH3:1][O:2][C:3]1[CH:4]=[C:5]([C:8]([O:11][CH2:12][C:13]2[C:14]([C:19]3[N:23](COCC[Si](C)(C)C)[N:22]=[CH:21][CH:20]=3)=[N:15][CH:16]=[CH:17][CH:18]=2)=[CH:9][N:10]=1)[CH:6]=[O:7].[ClH:32]. The catalyst is CCO. The product is [ClH:32].[ClH:32].[NH:23]1[C:19]([C:14]2[C:13]([CH2:12][O:11][C:8]3[C:5]([CH:6]=[O:7])=[CH:4][C:3]([O:2][CH3:1])=[N:10][CH:9]=3)=[CH:18][CH:17]=[CH:16][N:15]=2)=[CH:20][CH:21]=[N:22]1. The yield is 0.960.